Dataset: Reaction yield outcomes from USPTO patents with 853,638 reactions. Task: Predict the reaction yield, written as a fraction of the theoretical maximum amount of product (1.0 means a 100% yield; for example, 0.34 means a 34% yield). (1) The reactants are [CH3:1][O:2][C:3](=[O:14])[CH2:4][C:5]1[O:6][CH:7]=[CH:8][C:9]=1[C:10]([O:12]C)=O.[H-].[Na+].[F:17][C:18]1[CH:27]=[C:26]([I:28])[CH:25]=[CH:24][C:19]=1[N:20]=[C:21]=[N:22][CH3:23]. The catalyst is C1COCC1. The product is [F:17][C:18]1[CH:27]=[C:26]([I:28])[CH:25]=[CH:24][C:19]=1[NH:20][C:21]1[N:22]([CH3:23])[C:10](=[O:12])[C:9]2[CH:8]=[CH:7][O:6][C:5]=2[C:4]=1[C:3]([O:2][CH3:1])=[O:14]. The yield is 0.530. (2) The reactants are Cl[C:2]1[O:3][C:4]([CH2:14][CH2:15][CH2:16][O:17][C:18]2[CH:23]=[CH:22][CH:21]=[CH:20][C:19]=2[O:24][CH3:25])=[C:5]([C:7]2[CH:12]=[CH:11][C:10]([Cl:13])=[CH:9][CH:8]=2)[N:6]=1.[CH2:26]([C:37]1[NH:38][CH:39]=[CH:40][N:41]=1)[CH2:27][CH2:28][CH2:29][CH2:30][CH2:31][CH2:32][CH2:33][CH2:34][CH2:35][CH3:36].C(=O)([O-])[O-].[K+].[K+].CN(C)C=O. The catalyst is O. The product is [Cl:13][C:10]1[CH:11]=[CH:12][C:7]([C:5]2[N:6]=[C:2]([N:38]3[CH:39]=[CH:40][N:41]=[C:37]3[CH2:26][CH2:27][CH2:28][CH2:29][CH2:30][CH2:31][CH2:32][CH2:33][CH2:34][CH2:35][CH3:36])[O:3][C:4]=2[CH2:14][CH2:15][CH2:16][O:17][C:18]2[CH:23]=[CH:22][CH:21]=[CH:20][C:19]=2[O:24][CH3:25])=[CH:8][CH:9]=1. The yield is 0.130. (3) The reactants are [CH3:1][O:2][C:3]1[CH:8]=[CH:7][C:6]([C:9]([NH:24][C:25]2[O:26][CH2:27][C:28]([F:49])([F:48])[C@:29]([C:32]3[CH:37]=[C:36](B4OCC(C)(C)CO4)[C:35]([F:46])=[CH:34][C:33]=3[F:47])([CH3:31])[N:30]=2)([C:16]2[CH:21]=[CH:20][C:19]([O:22][CH3:23])=[CH:18][CH:17]=2)[C:10]2[CH:15]=[CH:14][CH:13]=[CH:12][CH:11]=2)=[CH:5][CH:4]=1.Cl[C:51]1[O:52][C:53]2[CH:59]=[C:58]([Cl:60])[CH:57]=[CH:56][C:54]=2[N:55]=1.C(=O)([O-])[O-].[Cs+].[Cs+].ClCCl. The catalyst is O1CCCC1.O. The product is [CH3:23][O:22][C:19]1[CH:20]=[CH:21][C:16]([C:9]([NH:24][C:25]2[O:26][CH2:27][C:28]([F:48])([F:49])[C@:29]([C:32]3[CH:37]=[C:36]([C:51]4[O:52][C:53]5[CH:59]=[C:58]([Cl:60])[CH:57]=[CH:56][C:54]=5[N:55]=4)[C:35]([F:46])=[CH:34][C:33]=3[F:47])([CH3:31])[N:30]=2)([C:6]2[CH:5]=[CH:4][C:3]([O:2][CH3:1])=[CH:8][CH:7]=2)[C:10]2[CH:11]=[CH:12][CH:13]=[CH:14][CH:15]=2)=[CH:17][CH:18]=1. The yield is 0.500. (4) The reactants are [N:1]12[CH2:8][CH2:7][C:4]([C:9]([C:16]3[CH:20]=[CH:19][S:18][CH:17]=3)([C:11]3[CH:15]=[CH:14][S:13][CH:12]=3)[OH:10])([CH2:5][CH2:6]1)[CH2:3][CH2:2]2.[C:21]1([O:27][CH2:28][CH2:29][CH2:30][Br:31])[CH:26]=[CH:25][CH:24]=[CH:23][CH:22]=1. The catalyst is C(Cl)(Cl)Cl. The product is [Br-:31].[OH:10][C:9]([C:11]1[CH:15]=[CH:14][S:13][CH:12]=1)([C:16]1[CH:20]=[CH:19][S:18][CH:17]=1)[C:4]12[CH2:7][CH2:8][N+:1]([CH2:30][CH2:29][CH2:28][O:27][C:21]3[CH:26]=[CH:25][CH:24]=[CH:23][CH:22]=3)([CH2:6][CH2:5]1)[CH2:2][CH2:3]2. The yield is 0.447. (5) The reactants are [CH3:1][O:2][C:3]([CH:5]1[CH:9]([C:10]#[N:11])[CH2:8][O:7][CH2:6]1)=[O:4].O=S(Cl)Cl.O. The catalyst is N1C=CC=CC=1. The product is [CH3:1][O:2][C:3]([C:5]1[CH2:6][O:7][CH2:8][C:9]=1[C:10]#[N:11])=[O:4]. The yield is 0.900. (6) The reactants are [NH2:1][C:2]1[C:3]([C:7]2[N:11]([C:12]3[CH:17]=[CH:16][C:15]([F:18])=[C:14]([Br:19])[CH:13]=3)[C:10](=[O:20])[O:9][N:8]=2)=[N:4][O:5][N:6]=1.CO[CH:23](OC)[CH2:24][NH:25][S:26]([NH:29][C:30](=[O:37])[O:31][CH2:32][C:33]([Cl:36])([Cl:35])[Cl:34])(=[O:28])=[O:27].C([SiH](CC)CC)C.FC(F)(F)C(O)=O. The catalyst is ClCCl. The product is [Br:19][C:14]1[CH:13]=[C:12]([N:11]2[C:10](=[O:20])[O:9][N:8]=[C:7]2[C:3]2[C:2]([NH:1][CH2:23][CH2:24][NH:25][S:26]([NH:29][C:30](=[O:37])[O:31][CH2:32][C:33]([Cl:36])([Cl:34])[Cl:35])(=[O:28])=[O:27])=[N:6][O:5][N:4]=2)[CH:17]=[CH:16][C:15]=1[F:18]. The yield is 0.904. (7) The reactants are [CH2:1]([N:3]1[C:7]2[NH:8][CH2:9][CH2:10][S:11][CH:12]([C:13]3[CH:21]=[CH:20][C:16]([C:17]([OH:19])=O)=[CH:15][C:14]=3[CH3:22])[C:6]=2[C:5]([C:23]2[CH:28]=[CH:27][CH:26]=[CH:25][N:24]=2)=[N:4]1)[CH3:2].CCN(C(C)C)C(C)C.CN(C(ON1N=NC2C=CC=NC1=2)=[N+](C)C)C.F[P-](F)(F)(F)(F)F.[CH3:62][N:63]1[C:67]([NH2:68])=[CH:66][CH:65]=[N:64]1. The catalyst is CN(C=O)C. The product is [CH2:1]([N:3]1[C:7]2[NH:8][CH2:9][CH2:10][S:11][CH:12]([C:13]3[CH:21]=[CH:20][C:16]([C:17]([NH:68][C:67]4[N:63]([CH3:62])[N:64]=[CH:65][CH:66]=4)=[O:19])=[CH:15][C:14]=3[CH3:22])[C:6]=2[C:5]([C:23]2[CH:28]=[CH:27][CH:26]=[CH:25][N:24]=2)=[N:4]1)[CH3:2]. The yield is 0.420.